Dataset: Forward reaction prediction with 1.9M reactions from USPTO patents (1976-2016). Task: Predict the product of the given reaction. (1) Given the reactants [CH2:1]([C@H:8]1[CH2:12][O:11][C:10](=[O:13])[N:9]1[C:14](=[O:38])[C@H:15]([CH2:20][C:21]1[C:25]([CH:26]2[CH2:28][CH2:27]2)=[C:24]([CH:29]2[CH2:32][CH:31]([CH2:33][C:34]([CH3:37])([CH3:36])[CH3:35])[CH2:30]2)[O:23][N:22]=1)[CH2:16][CH2:17][CH2:18][OH:19])[C:2]1[CH:7]=[CH:6][CH:5]=[CH:4][CH:3]=1.P([O-])([O-])([O-])=[O:40].Cl([O-])=O.[Na+].Cl[O-].[Na+].S([O-])([O-])=O.[Na+].[Na+].S([O-])(O)(=O)=O.[K+], predict the reaction product. The product is: [CH2:1]([C@H:8]1[CH2:12][O:11][C:10](=[O:13])[N:9]1[C:14](=[O:38])[C@H:15]([CH2:20][C:21]1[C:25]([CH:26]2[CH2:28][CH2:27]2)=[C:24]([CH:29]2[CH2:32][CH:31]([CH2:33][C:34]([CH3:35])([CH3:37])[CH3:36])[CH2:30]2)[O:23][N:22]=1)[CH2:16][CH2:17][C:18]([OH:40])=[O:19])[C:2]1[CH:3]=[CH:4][CH:5]=[CH:6][CH:7]=1. (2) Given the reactants [CH3:1][O:2][C:3]1[CH:40]=[CH:39][C:6]([CH2:7][N:8]([CH2:30][C:31]2[CH:36]=[CH:35][C:34]([O:37][CH3:38])=[CH:33][CH:32]=2)[C:9]2[N:14]=[CH:13][C:12]([C:15]3[C:16]4[CH2:29][CH2:28][NH:27][C:17]=4[N:18]=[C:19]([N:21]4[CH2:26][CH2:25][O:24][CH2:23][CH2:22]4)[N:20]=3)=[CH:11][N:10]=2)=[CH:5][CH:4]=1.Br[C:42]1[CH:43]=[C:44]([S:48]([N:51]2[CH2:56][CH2:55][O:54][CH2:53][CH2:52]2)(=[O:50])=[O:49])[CH:45]=[CH:46][CH:47]=1, predict the reaction product. The product is: [CH3:38][O:37][C:34]1[CH:33]=[CH:32][C:31]([CH2:30][N:8]([CH2:7][C:6]2[CH:5]=[CH:4][C:3]([O:2][CH3:1])=[CH:40][CH:39]=2)[C:9]2[N:10]=[CH:11][C:12]([C:15]3[C:16]4[CH2:29][CH2:28][N:27]([C:46]5[CH:47]=[CH:42][CH:43]=[C:44]([S:48]([N:51]6[CH2:56][CH2:55][O:54][CH2:53][CH2:52]6)(=[O:50])=[O:49])[CH:45]=5)[C:17]=4[N:18]=[C:19]([N:21]4[CH2:26][CH2:25][O:24][CH2:23][CH2:22]4)[N:20]=3)=[CH:13][N:14]=2)=[CH:36][CH:35]=1. (3) Given the reactants C(S[C:5]1[N:6]([C:17]2[CH:22]=[CH:21][C:20]([O:23][CH2:24][C:25]([F:28])([F:27])[F:26])=[CH:19][CH:18]=2)[C:7](=[O:16])[C:8]2[CH:14]=[CH:13][NH:12][C:11](=[O:15])[C:9]=2[N:10]=1)CC.[O-:29][CH2:30][CH3:31].[Na+], predict the reaction product. The product is: [CH2:30]([O:29][C:5]1[N:6]([C:17]2[CH:22]=[CH:21][C:20]([O:23][CH2:24][C:25]([F:27])([F:28])[F:26])=[CH:19][CH:18]=2)[C:7](=[O:16])[C:8]2[CH:14]=[CH:13][NH:12][C:11](=[O:15])[C:9]=2[N:10]=1)[CH3:31]. (4) Given the reactants [Cl:1][C:2]1[CH:3]=[C:4]2[C:8](=[C:9]([N+:11]([O-])=O)[CH:10]=1)[NH:7][CH:6]=[C:5]2[C:14]1[CH:19]=[CH:18][CH:17]=[CH:16][CH:15]=1.[C:20]1(=O)[CH2:24][CH2:23][CH2:22][CH2:21]1, predict the reaction product. The product is: [CH:20]1([NH:11][C:9]2[CH:10]=[C:2]([Cl:1])[CH:3]=[C:4]3[C:8]=2[NH:7][CH:6]=[C:5]3[C:14]2[CH:19]=[CH:18][CH:17]=[CH:16][CH:15]=2)[CH2:24][CH2:23][CH2:22][CH2:21]1. (5) Given the reactants [Cl:1][C:2]1[C:10]2[C:5](=[CH:6][CH:7]=[C:8]([CH:11]=[O:12])[CH:9]=2)[NH:4][N:3]=1.[CH2:13](O)[CH2:14][CH2:15][OH:16].C1(C)C=CC(S(O)(=O)=O)=CC=1, predict the reaction product. The product is: [Cl:1][C:2]1[C:10]2[C:5](=[CH:6][CH:7]=[C:8]([CH:11]3[O:16][CH2:15][CH2:14][CH2:13][O:12]3)[CH:9]=2)[NH:4][N:3]=1. (6) Given the reactants [CH:1]1([CH2:4][O:5][C:6]2[N:11]=[C:10]([C:12]([OH:14])=O)[CH:9]=[CH:8][C:7]=2[C:15]([F:18])([F:17])[F:16])[CH2:3][CH2:2]1.C1(N(C2N=C(C)ON=2)C)CC1.[CH:30]1([CH2:33][C@H:34]([NH2:41])[C:35]2[N:39]=[C:38]([CH3:40])[O:37][N:36]=2)[CH2:32]C1, predict the reaction product. The product is: [CH:33]1([CH:34]([NH:41][C:12]([C:10]2[CH:9]=[CH:8][C:7]([C:15]([F:18])([F:17])[F:16])=[C:6]([O:5][CH2:4][CH:1]3[CH2:2][CH2:3]3)[N:11]=2)=[O:14])[C:35]2[N:39]=[C:38]([CH3:40])[O:37][N:36]=2)[CH2:30][CH2:32]1. (7) The product is: [C:32]([C:34]1[CH:42]=[CH:41][C:37]([C:38]([NH:8][CH:1]2[CH2:7][CH2:6][CH2:5][CH2:4][CH2:3][CH2:2]2)=[O:39])=[C:36]([CH3:43])[CH:35]=1)#[N:33]. Given the reactants [CH:1]1([NH2:8])[CH2:7][CH2:6][CH2:5][CH2:4][CH2:3][CH2:2]1.C1C=CC2N(O)N=NC=2C=1.C(Cl)CCl.C(N(C(C)C)CC)(C)C.[C:32]([C:34]1[CH:42]=[CH:41][C:37]([C:38](O)=[O:39])=[C:36]([CH3:43])[CH:35]=1)#[N:33], predict the reaction product. (8) Given the reactants Br[C:2]1[C:6]([CH3:7])=[C:5](I)[S:4][C:3]=1[CH:9]=[O:10].C[O:12][C:13]1[CH:18]=[CH:17][C:16](B(O)O)=[CH:15][CH:14]=1, predict the reaction product. The product is: [OH:12][C:13]1[CH:18]=[CH:17][C:16]([C:2]2[C:6]([CH3:7])=[C:5]([C:16]3[CH:17]=[CH:18][C:13]([OH:12])=[CH:14][CH:15]=3)[S:4][C:3]=2[CH:9]=[O:10])=[CH:15][CH:14]=1. (9) Given the reactants [CH3:1][CH:2]1[CH:11]2[C:6]([CH3:12])([CH2:7][CH2:8][CH2:9][CH2:10]2)[CH2:5][CH2:4][C:3]1=O.[H][H].[C:16](O)(=O)C.[CH:20]([NH2:22])=[NH:21], predict the reaction product. The product is: [CH3:12][C:6]12[CH2:7][CH2:8][CH2:9][CH2:10][CH:11]1[CH:2]([CH3:1])[C:3]1[N:22]=[CH:20][N:21]=[CH:16][C:4]=1[CH2:5]2. (10) Given the reactants [C:1]([C:3]1[CH:8]=[CH:7][C:6]([C:9]2[CH:10]=[CH:11][C:12]3[N:13]([CH:15]=[C:16]([C:18]4[CH:19]=[CH:20][C:21]([CH3:31])=[C:22]([NH:24][C:25](=[O:30])[C:26]([CH3:29])([CH3:28])[CH3:27])[CH:23]=4)[N:17]=3)[N:14]=2)=[C:5]([C:32]([F:35])([F:34])[F:33])[CH:4]=1)#[N:2].Cl.[NH2:37][OH:38].CCN(CC)CC, predict the reaction product. The product is: [OH:38][N:37]=[C:1]([C:3]1[CH:8]=[CH:7][C:6]([C:9]2[CH:10]=[CH:11][C:12]3[N:13]([CH:15]=[C:16]([C:18]4[CH:19]=[CH:20][C:21]([CH3:31])=[C:22]([NH:24][C:25](=[O:30])[C:26]([CH3:29])([CH3:28])[CH3:27])[CH:23]=4)[N:17]=3)[N:14]=2)=[C:5]([C:32]([F:33])([F:35])[F:34])[CH:4]=1)[NH2:2].